Dataset: Reaction yield outcomes from USPTO patents with 853,638 reactions. Task: Predict the reaction yield, written as a fraction of the theoretical maximum amount of product (1.0 means a 100% yield; for example, 0.34 means a 34% yield). (1) The product is [Cl:1][C:2]1[CH:7]=[C:6]([Cl:8])[CH:5]=[CH:4][C:3]=1[N:9]1[C@@H:13]([CH3:14])[C@H:12]([C:15]2[CH:20]=[CH:19][CH:18]=[CH:17][CH:16]=2)[C:11]([C:21]([OH:23])=[O:22])=[N:10]1. The catalyst is CO. The yield is 0.940. The reactants are [Cl:1][C:2]1[CH:7]=[C:6]([Cl:8])[CH:5]=[CH:4][C:3]=1[N:9]1[C@@H:13]([CH3:14])[C@H:12]([C:15]2[CH:20]=[CH:19][CH:18]=[CH:17][CH:16]=2)[C:11]([C:21]([O:23]CC)=[O:22])=[N:10]1.[OH-].[Na+]. (2) The reactants are [C:1]([CH2:4][C:5](=O)[CH3:6])(=O)[CH3:2].[NH2:8][C:9]([NH2:11])=[O:10].[ClH:12]. The catalyst is C(O)C. The product is [ClH:12].[CH3:2][C:1]1[CH:4]=[C:5]([CH3:6])[NH:11][C:9](=[O:10])[N:8]=1. The yield is 0.550.